Dataset: Forward reaction prediction with 1.9M reactions from USPTO patents (1976-2016). Task: Predict the product of the given reaction. (1) Given the reactants [Br:1][C:2]1[CH:7]=[CH:6][C:5](F)=[C:4]([N+:9]([O-:11])=[O:10])[CH:3]=1.[CH2:12]([O:14][C:15](=[O:24])[CH2:16][C:17]1[CH:22]=[CH:21][C:20]([NH2:23])=[CH:19][CH:18]=1)[CH3:13], predict the reaction product. The product is: [CH2:12]([O:14][C:15](=[O:24])[CH2:16][C:17]1[CH:18]=[CH:19][C:20]([NH:23][C:5]2[CH:6]=[CH:7][C:2]([Br:1])=[CH:3][C:4]=2[N+:9]([O-:11])=[O:10])=[CH:21][CH:22]=1)[CH3:13]. (2) Given the reactants [CH3:1][C:2]1[CH:11]=[CH:10][C:9]2[C:4](=[CH:5][CH:6]=[CH:7][C:8]=2[N:12]2[CH2:17][CH2:16][N:15]([CH2:18][CH:19]([C:21]3[CH:26]=[CH:25][CH:24]=[C:23]([N+:27]([O-])=O)[CH:22]=3)[CH3:20])[CH2:14][CH2:13]2)[N:3]=1.[Cl-].[NH4+], predict the reaction product. The product is: [CH3:20][CH:19]([C:21]1[CH:22]=[C:23]([CH:24]=[CH:25][CH:26]=1)[NH2:27])[CH2:18][N:15]1[CH2:14][CH2:13][N:12]([C:8]2[CH:7]=[CH:6][CH:5]=[C:4]3[C:9]=2[CH:10]=[CH:11][C:2]([CH3:1])=[N:3]3)[CH2:17][CH2:16]1. (3) Given the reactants [C:1](=O)([O-])[O-].[K+].[K+].CB1OB(C)OB(C)O1.Cl[C:17]1[N:22]=[C:21]2[N:23]([C:26]([O:28][CH3:29])=[O:27])[CH:24]=[CH:25][C:20]2=[CH:19][CH:18]=1, predict the reaction product. The product is: [CH3:1][C:17]1[N:22]=[C:21]2[N:23]([C:26]([O:28][CH3:29])=[O:27])[CH:24]=[CH:25][C:20]2=[CH:19][CH:18]=1. (4) Given the reactants C1COCC1.[CH3:6][O:7][C:8]1[CH:13]=[CH:12][C:11]([N:14]2[CH2:19][CH2:18][N:17]([C:20]3[C:21]([CH3:34])=[C:22]([CH3:33])[C:23]4[O:27][C:26]([CH2:29][OH:30])([CH3:28])[CH2:25][C:24]=4[C:31]=3[CH3:32])[CH2:16][CH2:15]2)=[CH:10][CH:9]=1.C(N(CC)CC)C.[CH3:42][S:43](Cl)(=[O:45])=[O:44], predict the reaction product. The product is: [CH3:42][S:43]([O:30][CH2:29][C:26]1([CH3:28])[CH2:25][C:24]2[C:31]([CH3:32])=[C:20]([N:17]3[CH2:16][CH2:15][N:14]([C:11]4[CH:10]=[CH:9][C:8]([O:7][CH3:6])=[CH:13][CH:12]=4)[CH2:19][CH2:18]3)[C:21]([CH3:34])=[C:22]([CH3:33])[C:23]=2[O:27]1)(=[O:45])=[O:44]. (5) Given the reactants C([N:8]1[C:13]([CH3:15])([CH3:14])[CH2:12][N:11]([CH2:16][C:17]2[CH:22]=[C:21]([C:23]3[CH:28]=[CH:27][C:26]([O:29][CH2:30][O:31][CH3:32])=[CH:25][CH:24]=3)[N:20]=[C:19]3[N:33]([CH:37]4[CH2:42][CH2:41][CH2:40][CH2:39][O:38]4)[N:34]=[C:35]([CH3:36])[C:18]=23)[C:10]([CH3:44])([CH3:43])[CH2:9]1)C1C=CC=CC=1, predict the reaction product. The product is: [CH3:32][O:31][CH2:30][O:29][C:26]1[CH:25]=[CH:24][C:23]([C:21]2[N:20]=[C:19]3[N:33]([CH:37]4[CH2:42][CH2:41][CH2:40][CH2:39][O:38]4)[N:34]=[C:35]([CH3:36])[C:18]3=[C:17]([CH2:16][N:11]3[CH2:12][C:13]([CH3:15])([CH3:14])[NH:8][CH2:9][C:10]3([CH3:44])[CH3:43])[CH:22]=2)=[CH:28][CH:27]=1. (6) Given the reactants C([O:3][C:4]([C:6]1[O:7][C:8]2[C:14]([N:15]3[CH2:20][CH2:19][N:18]([CH2:21][C:22]4[CH:27]=[CH:26][CH:25]=[CH:24][CH:23]=4)[CH2:17][CH2:16]3)=[CH:13][CH:12]=[CH:11][C:9]=2[CH:10]=1)=O)C.[NH:28]1[CH2:31][CH2:30][CH2:29]1, predict the reaction product. The product is: [N:28]1([C:4]([C:6]2[O:7][C:8]3[C:14]([N:15]4[CH2:20][CH2:19][N:18]([CH2:21][C:22]5[CH:23]=[CH:24][CH:25]=[CH:26][CH:27]=5)[CH2:17][CH2:16]4)=[CH:13][CH:12]=[CH:11][C:9]=3[CH:10]=2)=[O:3])[CH2:31][CH2:30][CH2:29]1. (7) Given the reactants [CH3:1][O:2][CH:3]1[CH2:6][N:5]([C:7]([C:9]2[CH:10]=[C:11]3[C:16](=[CH:17][CH:18]=2)[CH:15]=[N+:14]([O-])[CH:13]=[C:12]3[C:20]2[CH:25]=[CH:24][C:23]([C:26]3[CH:27]=[N:28][N:29]([CH3:31])[CH:30]=3)=[CH:22][CH:21]=2)=[O:8])[CH2:4]1.[N:32]1C=CC=CC=1.[Cl-].C(CN)O, predict the reaction product. The product is: [NH2:32][C:15]1[C:16]2[C:11](=[CH:10][C:9]([C:7]([N:5]3[CH2:6][CH:3]([O:2][CH3:1])[CH2:4]3)=[O:8])=[CH:18][CH:17]=2)[C:12]([C:20]2[CH:25]=[CH:24][C:23]([C:26]3[CH:27]=[N:28][N:29]([CH3:31])[CH:30]=3)=[CH:22][CH:21]=2)=[CH:13][N:14]=1. (8) The product is: [F:34][C:35]1[CH:36]=[C:37]([CH:55]=[CH:56][CH:57]=1)[CH2:38][N:39]1[C:43]([CH3:44])=[C:42]([C:2]2[C:10]3[C:5](=[N:6][CH:7]=[C:8]([C:11]4[CH:16]=[CH:15][C:14]([N:17]5[CH2:22][CH2:21][N:20]([CH3:23])[CH2:19][CH2:18]5)=[CH:13][CH:12]=4)[CH:9]=3)[N:4]([S:24]([C:27]3[CH:33]=[CH:32][C:30]([CH3:31])=[CH:29][CH:28]=3)(=[O:26])=[O:25])[CH:3]=2)[C:41]([CH3:54])=[N:40]1. Given the reactants I[C:2]1[C:10]2[C:5](=[N:6][CH:7]=[C:8]([C:11]3[CH:16]=[CH:15][C:14]([N:17]4[CH2:22][CH2:21][N:20]([CH3:23])[CH2:19][CH2:18]4)=[CH:13][CH:12]=3)[CH:9]=2)[N:4]([S:24]([C:27]2[CH:33]=[CH:32][C:30]([CH3:31])=[CH:29][CH:28]=2)(=[O:26])=[O:25])[CH:3]=1.[F:34][C:35]1[CH:36]=[C:37]([CH:55]=[CH:56][CH:57]=1)[CH2:38][N:39]1[C:43]([CH3:44])=[C:42](B2OC(C)(C)C(C)(C)O2)[C:41]([CH3:54])=[N:40]1.C(=O)([O-])[O-].[Na+].[Na+], predict the reaction product.